From a dataset of Forward reaction prediction with 1.9M reactions from USPTO patents (1976-2016). Predict the product of the given reaction. (1) The product is: [Cl:15][C:16]1[CH:17]=[CH:18][C:19]([OH:24])=[C:20]([C:21]2[NH:1][N:2]=[C:3]([C:4]3[CH:5]=[N:6][CH:7]=[CH:8][C:9]=3[C:10]([F:11])([F:12])[F:13])[N:14]=2)[CH:23]=1. Given the reactants [NH2:1][NH:2][C:3](=[NH:14])[C:4]1[C:9]([C:10]([F:13])([F:12])[F:11])=[CH:8][CH:7]=[N:6][CH:5]=1.[Cl:15][C:16]1[CH:17]=[CH:18][C:19]([OH:24])=[C:20]([CH:23]=1)[CH:21]=O, predict the reaction product. (2) The product is: [OH:38][C@@H:36]1[CH2:37][C@H:34]([NH:33][C:21]([C:20]2[C:14]3[C:15](=[N:16][CH:17]=[C:12]([C:6]4[C:5]5[C:9](=[CH:10][C:2]([F:1])=[CH:3][CH:4]=5)[N:8]([CH3:11])[N:7]=4)[N:13]=3)[N:18]([CH2:24][O:25][CH2:26][CH2:27][Si:28]([CH3:29])([CH3:30])[CH3:31])[CH:19]=2)=[O:22])[CH2:35]1.[OH:38][C@H:36]1[CH2:37][C@H:34]([NH:33][C:21]([C:20]2[C:14]3[C:15](=[N:16][CH:17]=[C:12]([C:6]4[C:5]5[C:9](=[CH:10][C:2]([F:1])=[CH:3][CH:4]=5)[N:8]([CH3:11])[N:7]=4)[N:13]=3)[N:18]([CH2:24][O:25][CH2:26][CH2:27][Si:28]([CH3:29])([CH3:30])[CH3:31])[CH:19]=2)=[O:22])[CH2:35]1. Given the reactants [F:1][C:2]1[CH:10]=[C:9]2[C:5]([C:6]([C:12]3[N:13]=[C:14]4[C:20]([C:21](O)=[O:22])=[CH:19][N:18]([CH2:24][O:25][CH2:26][CH2:27][Si:28]([CH3:31])([CH3:30])[CH3:29])[C:15]4=[N:16][CH:17]=3)=[N:7][N:8]2[CH3:11])=[CH:4][CH:3]=1.Cl.[NH2:33][CH:34]1[CH2:37][CH:36]([OH:38])[CH2:35]1.C(N(CC)C(C)C)(C)C.CN(C(ON1N=NC2C=CC=NC1=2)=[N+](C)C)C.F[P-](F)(F)(F)(F)F, predict the reaction product. (3) The product is: [C:23]([O:27][C:28]([N:8]1[C:5]2=[N:6][CH:7]=[C:2]([Br:1])[CH:3]=[C:4]2[C:10]([CH:11]([C:13]2[C:18]([Cl:19])=[CH:17][CH:16]=[C:15]([F:20])[C:14]=2[OH:21])[CH3:12])=[CH:9]1)=[O:29])([CH3:26])([CH3:25])[CH3:24]. Given the reactants [Br:1][C:2]1[CH:3]=[C:4]2[C:10]([CH:11]([C:13]3[C:18]([Cl:19])=[CH:17][CH:16]=[C:15]([F:20])[C:14]=3[O:21]C)[CH3:12])=[CH:9][NH:8][C:5]2=[N:6][CH:7]=1.[C:23]([O:27][C:28](N1C2=NC=C(Br)C=C2C(C(C2C(O)=CC=C(F)C=2Cl)C)=C1)=[O:29])([CH3:26])([CH3:25])[CH3:24].BrC1C=C2C(C(C3C(OC)=CC=C(F)C=3Cl)C)=CNC2=NC=1, predict the reaction product. (4) The product is: [BrH:26].[NH2:8][CH2:9][C:10](=[O:25])[CH2:11][CH2:12][C:13]([O:15][CH2:16][CH2:17][C:18]([OH:20])=[O:19])=[O:14]. Given the reactants C([NH:8][CH2:9][C:10](=[O:25])[CH2:11][CH2:12][C:13]([O:15][CH2:16][CH2:17][C:18]([O:20]C(C)(C)C)=[O:19])=[O:14])(OC(C)(C)C)=O.[BrH:26], predict the reaction product. (5) Given the reactants C([N:8]([CH2:19][CH2:20][C:21]1[CH:26]=[CH:25][C:24]([C:27]2[CH:32]=[CH:31][C:30]([C:33]([O:35][CH3:36])=[O:34])=[CH:29][CH:28]=2)=[CH:23][CH:22]=1)[CH2:9][C@@H:10]([C:12]1[CH:13]=[N:14][C:15](Cl)=[CH:16][CH:17]=1)[OH:11])C1C=CC=CC=1.C([O-])=O.[NH4+], predict the reaction product. The product is: [OH:11][C@H:10]([C:12]1[CH:13]=[N:14][CH:15]=[CH:16][CH:17]=1)[CH2:9][NH:8][CH2:19][CH2:20][C:21]1[CH:22]=[CH:23][C:24]([C:27]2[CH:32]=[CH:31][C:30]([C:33]([O:35][CH3:36])=[O:34])=[CH:29][CH:28]=2)=[CH:25][CH:26]=1. (6) Given the reactants [Cl:1][C:2]1[CH:3]=[C:4]2[C:8](=[CH:9][CH:10]=1)[N:7]([S:11]([C:14]1[CH:19]=[CH:18][CH:17]=[CH:16][CH:15]=1)(=[O:13])=[O:12])[C:6]([C:20]([O:22][CH2:23][CH3:24])=[O:21])=[CH:5]2.C(OC(=O)C)(=O)C.[S:32](=O)(=[O:35])([OH:34])[OH:33], predict the reaction product. The product is: [Cl:1][C:2]1[CH:3]=[C:4]2[C:8](=[CH:9][CH:10]=1)[N:7]([S:11]([C:14]1[CH:19]=[CH:18][CH:17]=[CH:16][CH:15]=1)(=[O:13])=[O:12])[C:6]([C:20]([O:22][CH2:23][CH3:24])=[O:21])=[C:5]2[S:32]([OH:35])(=[O:34])=[O:33]. (7) Given the reactants [C:1]([O:4][CH:5]([CH3:9])[C:6]([OH:8])=O)(=[O:3])[CH3:2].[F:10][C:11]([F:33])([F:32])[O:12][C:13]1[CH:14]=[C:15]([C:19]2[C:23]3[CH:24]=[C:25]([C:28]([NH:30][NH2:31])=[O:29])[CH:26]=[CH:27][C:22]=3[O:21][CH:20]=2)[CH:16]=[CH:17][CH:18]=1, predict the reaction product. The product is: [C:1]([O:4][CH:5]([CH3:9])[C:6](=[O:8])[NH:31][NH:30][C:28]([C:25]1[CH:26]=[CH:27][C:22]2[O:21][CH:20]=[C:19]([C:15]3[CH:16]=[CH:17][CH:18]=[C:13]([O:12][C:11]([F:10])([F:32])[F:33])[CH:14]=3)[C:23]=2[CH:24]=1)=[O:29])(=[O:3])[CH3:2]. (8) Given the reactants [F:1][C:2]1[CH:3]=[C:4]2[C:8](=[C:9]([C:11]#[N:12])[CH:10]=1)[NH:7][CH:6]=[C:5]2[CH:13]=O.C1(P(=[CH:34][C:35]([O:37][CH2:38][CH3:39])=[O:36])(C2C=CC=CC=2)C2C=CC=CC=2)C=CC=CC=1, predict the reaction product. The product is: [C:11]([C:9]1[CH:10]=[C:2]([F:1])[CH:3]=[C:4]2[C:8]=1[NH:7][CH:6]=[C:5]2/[CH:13]=[CH:34]/[C:35]([O:37][CH2:38][CH3:39])=[O:36])#[N:12]. (9) Given the reactants [F:1][C:2]1[CH:3]=[C:4]([C@H:10]2[CH2:14][CH2:13][CH2:12][N:11]2[C:15]2[CH:20]=[CH:19][N:18]3[N:21]=[CH:22][C:23]([C:24](O)=[O:25])=[C:17]3[N:16]=2)[C:5]([O:8][CH3:9])=[N:6][CH:7]=1.[CH3:27][O:28][NH2:29], predict the reaction product. The product is: [F:1][C:2]1[CH:3]=[C:4]([C@H:10]2[CH2:14][CH2:13][CH2:12][N:11]2[C:15]2[CH:20]=[CH:19][N:18]3[N:21]=[CH:22][C:23]([C:24]([NH:29][O:28][CH3:27])=[O:25])=[C:17]3[N:16]=2)[C:5]([O:8][CH3:9])=[N:6][CH:7]=1.